Dataset: NCI-60 drug combinations with 297,098 pairs across 59 cell lines. Task: Regression. Given two drug SMILES strings and cell line genomic features, predict the synergy score measuring deviation from expected non-interaction effect. Drug 1: CC=C1C(=O)NC(C(=O)OC2CC(=O)NC(C(=O)NC(CSSCCC=C2)C(=O)N1)C(C)C)C(C)C. Drug 2: C1CN(P(=O)(OC1)NCCCl)CCCl. Cell line: UACC-257. Synergy scores: CSS=41.1, Synergy_ZIP=0.107, Synergy_Bliss=-0.777, Synergy_Loewe=-40.0, Synergy_HSA=-1.42.